From a dataset of Forward reaction prediction with 1.9M reactions from USPTO patents (1976-2016). Predict the product of the given reaction. Given the reactants [CH:1]1([CH2:4][N:5]([CH2:15][CH2:16][CH3:17])[C:6]2[N:11]=[CH:10][N:9]=[C:8]([C:12]([OH:14])=O)[CH:7]=2)[CH2:3][CH2:2]1.C(N(C(C)C)CC)(C)C.ClC(OC)=O.[N:32]1([CH2:37][C:38]2[CH:39]=[C:40]([CH:42]=[CH:43][CH:44]=2)[NH2:41])[CH:36]=[N:35][CH:34]=[N:33]1, predict the reaction product. The product is: [CH:1]1([CH2:4][N:5]([CH2:15][CH2:16][CH3:17])[C:6]2[N:11]=[CH:10][N:9]=[C:8]([C:12]([NH:41][C:40]3[CH:42]=[CH:43][CH:44]=[C:38]([CH2:37][N:32]4[CH:36]=[N:35][CH:34]=[N:33]4)[CH:39]=3)=[O:14])[CH:7]=2)[CH2:2][CH2:3]1.